This data is from Reaction yield outcomes from USPTO patents with 853,638 reactions. The task is: Predict the reaction yield, written as a fraction of the theoretical maximum amount of product (1.0 means a 100% yield; for example, 0.34 means a 34% yield). The reactants are [CH:1]1([C:4]2[N:8]([C:9]3[N:17]=[C:16]4[C:12]([N:13]=[C:14]([C:19]([OH:21])=O)[N:15]4[CH3:18])=[C:11]([N:22]4[CH2:27][CH2:26][O:25][CH2:24][CH2:23]4)[N:10]=3)[C:7]3[CH:28]=[CH:29][CH:30]=[CH:31][C:6]=3[N:5]=2)[CH2:3][CH2:2]1.[I-].ClC1C=CC=C[N+]=1C.CCN(C(C)C)C(C)C.[NH:50]1[CH2:53][CH:52]([N:54]2[CH2:59][CH2:58][O:57][CH2:56][CH2:55]2)[CH2:51]1. The catalyst is CN(C=O)C. The product is [CH:1]1([C:4]2[N:8]([C:9]3[N:17]=[C:16]4[C:12]([N:13]=[C:14]([C:19]([N:50]5[CH2:53][CH:52]([N:54]6[CH2:59][CH2:58][O:57][CH2:56][CH2:55]6)[CH2:51]5)=[O:21])[N:15]4[CH3:18])=[C:11]([N:22]4[CH2:27][CH2:26][O:25][CH2:24][CH2:23]4)[N:10]=3)[C:7]3[CH:28]=[CH:29][CH:30]=[CH:31][C:6]=3[N:5]=2)[CH2:3][CH2:2]1. The yield is 0.450.